This data is from hERG channel blocking data for cardiac toxicity assessment. The task is: Regression/Classification. Given a drug SMILES string, predict its toxicity properties. Task type varies by dataset: regression for continuous values (e.g., LD50, hERG inhibition percentage) or binary classification for toxic/non-toxic outcomes (e.g., AMES mutagenicity, cardiotoxicity, hepatotoxicity). Dataset: herg. (1) The compound is OCCOCC[NH+]1CCN(C2=Nc3ccccc3Sc3ccccc32)CC1. The result is 1 (blocker). (2) The result is 1 (blocker). The molecule is CC[NH+](CC)CCNC(=O)c1ccc(N)cc1.